This data is from TCR-epitope binding with 47,182 pairs between 192 epitopes and 23,139 TCRs. The task is: Binary Classification. Given a T-cell receptor sequence (or CDR3 region) and an epitope sequence, predict whether binding occurs between them. (1) The epitope is RLRPGGKKR. The TCR CDR3 sequence is CASSQDPAGWGTDTQYF. Result: 1 (the TCR binds to the epitope). (2) The epitope is TPGPGVRYPL. The TCR CDR3 sequence is CASTQRIGVEQYF. Result: 0 (the TCR does not bind to the epitope). (3) The epitope is ITEEVGHTDLMAAY. The TCR CDR3 sequence is CARGLAGFYEQYF. Result: 1 (the TCR binds to the epitope). (4) The epitope is TPRVTGGGAM. The TCR CDR3 sequence is CASRGDRVTYEQYF. Result: 0 (the TCR does not bind to the epitope). (5) The epitope is YLQPRTFLL. The TCR CDR3 sequence is CSARDVEGMNTGELFF. Result: 1 (the TCR binds to the epitope). (6) The epitope is GLIYNRMGAVTTEV. The TCR CDR3 sequence is CASRTTGGNTEAFF. Result: 1 (the TCR binds to the epitope). (7) The epitope is KTSVDCTMYI. The TCR CDR3 sequence is CASSPDASSYNEQFF. Result: 0 (the TCR does not bind to the epitope).